This data is from Full USPTO retrosynthesis dataset with 1.9M reactions from patents (1976-2016). The task is: Predict the reactants needed to synthesize the given product. The reactants are: [N:1]1[CH:6]=[CH:5][CH:4]=[CH:3][C:2]=1[C:7]1[C:8]([NH2:13])=[N:9][NH:10][C:11]=1[NH2:12].[C:14]([N:17]1[C:25]2[C:20](=[CH:21][C:22]([C:26](=O)[CH2:27][C:28](OCC)=[O:29])=[CH:23][CH:24]=2)[C:19]([CH3:34])=[N:18]1)(=[O:16])[CH3:15].CC1C=CC(S(O)(=O)=O)=CC=1. Given the product [C:14]([N:17]1[C:25]2[C:20](=[CH:21][C:22]([C:26]3[NH:12][C:11]4[N:10]([N:9]=[C:8]([NH2:13])[C:7]=4[C:2]4[CH:3]=[CH:4][CH:5]=[CH:6][N:1]=4)[C:28](=[O:29])[CH:27]=3)=[CH:23][CH:24]=2)[C:19]([CH3:34])=[N:18]1)(=[O:16])[CH3:15], predict the reactants needed to synthesize it.